This data is from Reaction yield outcomes from USPTO patents with 853,638 reactions. The task is: Predict the reaction yield, written as a fraction of the theoretical maximum amount of product (1.0 means a 100% yield; for example, 0.34 means a 34% yield). (1) The catalyst is C(#N)C. The yield is 0.510. The reactants are [Cl:1][C:2]1[C:16]([F:17])=[CH:15][CH:14]=[C:13]([Cl:18])[C:3]=1[CH2:4][O:5][C:6]1[C:7]([NH2:12])=[N:8][CH:9]=[CH:10][CH:11]=1.[Br:19]N1C(=O)CCC1=O. The product is [Br:19][C:10]1[CH:11]=[C:6]([O:5][CH2:4][C:3]2[C:13]([Cl:18])=[CH:14][CH:15]=[C:16]([F:17])[C:2]=2[Cl:1])[C:7]([NH2:12])=[N:8][CH:9]=1. (2) The reactants are Br[C:2]1[CH:7]=[CH:6][C:5]([C@H:8]2[N:11]([C:12]3[CH:17]=[CH:16][CH:15]=[CH:14][CH:13]=3)[C:10](=[O:18])[C@@H:9]2[CH2:19][CH2:20][C@H:21]([O:29][Si:30]([C:33]([CH3:36])([CH3:35])[CH3:34])([CH3:32])[CH3:31])[C:22]2[CH:27]=[CH:26][C:25]([F:28])=[CH:24][CH:23]=2)=[C:4]([O:37][Si:38]([C:41]([CH3:44])([CH3:43])[CH3:42])([CH3:40])[CH3:39])[CH:3]=1.CC1(C)C(C)(C)OB([C:53]2[CH:54]=[C:55]([P:59](=[O:64])([O:62][CH3:63])[O:60][CH3:61])[CH:56]=[CH:57][CH:58]=2)O1.C(=O)([O-])[O-].[K+].[K+]. The catalyst is C(O)C.C1(C)C=CC=CC=1. The product is [Si:38]([O:37][C:4]1[CH:3]=[C:2]([C:53]2[CH:58]=[CH:57][CH:56]=[C:55]([P:59](=[O:64])([O:62][CH3:63])[O:60][CH3:61])[CH:54]=2)[CH:7]=[CH:6][C:5]=1[C@@H:8]1[C@@H:9]([CH2:19][CH2:20][C@H:21]([O:29][Si:30]([C:33]([CH3:36])([CH3:35])[CH3:34])([CH3:32])[CH3:31])[C:22]2[CH:27]=[CH:26][C:25]([F:28])=[CH:24][CH:23]=2)[C:10](=[O:18])[N:11]1[C:12]1[CH:17]=[CH:16][CH:15]=[CH:14][CH:13]=1)([C:41]([CH3:44])([CH3:43])[CH3:42])([CH3:40])[CH3:39]. The yield is 0.840. (3) The reactants are [NH2:1][C:2]1[NH:7][C:6](=[O:8])[CH:5]=[C:4](Cl)[N:3]=1.[NH2:10][NH2:11]. The catalyst is O. The product is [NH2:1][C:2]1[NH:7][C:6](=[O:8])[CH:5]=[C:4]([NH:10][NH2:11])[N:3]=1. The yield is 0.460.